Dataset: Full USPTO retrosynthesis dataset with 1.9M reactions from patents (1976-2016). Task: Predict the reactants needed to synthesize the given product. (1) Given the product [Si:19]([O:9][CH2:8][CH2:7][N:6]1[C:2]([NH2:1])=[CH:3][CH:4]=[N:5]1)([C:15]([CH3:18])([CH3:17])[CH3:16])([C:26]1[CH:27]=[CH:28][CH:29]=[CH:30][CH:31]=1)[C:20]1[CH:25]=[CH:24][CH:23]=[CH:22][CH:21]=1, predict the reactants needed to synthesize it. The reactants are: [NH2:1][C:2]1[N:6]([CH2:7][CH2:8][OH:9])[N:5]=[CH:4][CH:3]=1.N1C=CN=C1.[C:15]([Si:19](Cl)([C:26]1[CH:31]=[CH:30][CH:29]=[CH:28][CH:27]=1)[C:20]1[CH:25]=[CH:24][CH:23]=[CH:22][CH:21]=1)([CH3:18])([CH3:17])[CH3:16]. (2) Given the product [OH:53][C@H:52]([C:54]1[CH:59]=[CH:58][CH:57]=[CH:56][CH:55]=1)[CH2:51][NH:50][C:29]([C:28]1[S:27][C:26]([N:32]2[CH2:36][CH2:35][N:34]([CH2:37][C:38]3[CH:43]=[CH:42][C:41]([O:44][C:45]([F:47])([F:46])[F:48])=[CH:40][CH:39]=3)[C:33]2=[O:49])=[N:25][C:24]=1[CH3:23])=[O:30], predict the reactants needed to synthesize it. The reactants are: C(N1CCN(C2SC(C(O)=O)=C(C)N=2)C1=O)C1C=CC=CC=1.[CH3:23][C:24]1[N:25]=[C:26]([N:32]2[CH2:36][CH2:35][N:34]([CH2:37][C:38]3[CH:43]=[CH:42][C:41]([O:44][C:45]([F:48])([F:47])[F:46])=[CH:40][CH:39]=3)[C:33]2=[O:49])[S:27][C:28]=1[C:29](O)=[O:30].[NH2:50][CH2:51][C@@H:52]([C:54]1[CH:59]=[CH:58][CH:57]=[CH:56][CH:55]=1)[OH:53]. (3) Given the product [CH3:1][O:2][C:3]([C@@H:5]1[CH2:10][C@@H:9]([OH:8])[CH2:11][C@H:6]1[C:7](=[O:12])[NH:13][C@H:14]([C:18]([O:20][C:21]([CH3:22])([CH3:24])[CH3:23])=[O:19])[CH2:15][CH2:16][CH3:17])=[O:4], predict the reactants needed to synthesize it. The reactants are: [CH3:1][O:2][C:3]([CH:5]1[CH2:10][CH:9]2[CH2:11][CH:6]1[C:7](=[O:12])[O:8]2)=[O:4].[NH2:13][C@H:14]([C:18]([O:20][C:21]([CH3:24])([CH3:23])[CH3:22])=[O:19])[CH2:15][CH2:16][CH3:17].CCN(C(C)C)C(C)C.OC1C=CC=CN=1. (4) Given the product [F:48][C:10]1([F:9])[C@@H:15]([O:16][C:17]2[CH:24]=[CH:23][C:22]([C:25]3[N:30]=[C:29]([NH:31][C:32]4[CH:37]=[CH:36][C:35]([N:38]5[CH2:43][CH2:42][N:41]([CH:44]6[CH2:45][O:46][CH2:47]6)[CH2:40][CH2:39]5)=[CH:34][CH:33]=4)[N:28]=[CH:27][N:26]=3)=[CH:21][C:18]=2[C:19]#[N:20])[CH2:14][CH2:13][N:12]([C:6]([C:3]2[NH:4][CH:5]=[N:1][N:2]=2)=[O:8])[CH2:11]1, predict the reactants needed to synthesize it. The reactants are: [N:1]1[N:2]=[C:3]([C:6]([OH:8])=O)[NH:4][CH:5]=1.[F:9][C:10]1([F:48])[C@@H:15]([O:16][C:17]2[CH:24]=[CH:23][C:22]([C:25]3[N:30]=[C:29]([NH:31][C:32]4[CH:37]=[CH:36][C:35]([N:38]5[CH2:43][CH2:42][N:41]([CH:44]6[CH2:47][O:46][CH2:45]6)[CH2:40][CH2:39]5)=[CH:34][CH:33]=4)[N:28]=[CH:27][N:26]=3)=[CH:21][C:18]=2[C:19]#[N:20])[CH2:14][CH2:13][NH:12][CH2:11]1. (5) Given the product [CH3:29][O:28][C:26]([NH:25][CH2:24][CH2:23][O:22][C@@H:8]([C:4]1[CH:5]=[CH:6][CH:7]=[CH:2][CH:3]=1)[C@@H:9]1[CH2:14][CH2:13][CH2:12][N:11]([C:15]([O:17][C:18]([CH3:21])([CH3:19])[CH3:20])=[O:16])[CH2:10]1)=[O:27], predict the reactants needed to synthesize it. The reactants are: Cl[C:2]1[CH:3]=[C:4]([C@H:8]([O:22][CH2:23][CH2:24][NH:25][C:26]([O:28][CH3:29])=[O:27])[C@@H:9]2[CH2:14][CH2:13][CH2:12][N:11]([C:15]([O:17][C:18]([CH3:21])([CH3:20])[CH3:19])=[O:16])[CH2:10]2)[CH:5]=[CH:6][CH:7]=1.[H][H].